This data is from Forward reaction prediction with 1.9M reactions from USPTO patents (1976-2016). The task is: Predict the product of the given reaction. (1) Given the reactants Br[C:2]1[CH:3]=[CH:4][C:5]([N:8]2[CH:12]=[CH:11][C:10]([CH:13]([C:15]3[CH:32]=[CH:31][C:18]4[N:19]([CH2:23][O:24][CH2:25][CH2:26][Si:27]([CH3:30])([CH3:29])[CH3:28])[C:20](=[O:22])[S:21][C:17]=4[CH:16]=3)[CH3:14])=[N:9]2)=[N:6][CH:7]=1.B1(B2OC(C)(C)C(C)(C)O2)OC(C)(C)C(C)(C)[O:34]1.C([O-])(=O)C.[K+].[OH-].[Na+].OO, predict the reaction product. The product is: [OH:34][C:2]1[CH:3]=[CH:4][C:5]([N:8]2[CH:12]=[CH:11][C:10]([CH:13]([C:15]3[CH:32]=[CH:31][C:18]4[N:19]([CH2:23][O:24][CH2:25][CH2:26][Si:27]([CH3:30])([CH3:29])[CH3:28])[C:20](=[O:22])[S:21][C:17]=4[CH:16]=3)[CH3:14])=[N:9]2)=[N:6][CH:7]=1. (2) Given the reactants [C:1](#N)[C:2]1[C:3](=[CH:5][CH:6]=[CH:7][CH:8]=1)[NH2:4].[CH:10]1([Mg]Br)[CH2:14][CH2:13][CH2:12][CH2:11]1.Cl.[OH-:18].[Na+].O, predict the reaction product. The product is: [NH2:4][C:3]1[CH:5]=[CH:6][CH:7]=[CH:8][C:2]=1[C:1]([CH:10]1[CH2:14][CH2:13][CH2:12][CH2:11]1)=[O:18]. (3) The product is: [Cl:15][CH2:16][C:17]([NH:1][C:2]1[CH:14]=[CH:13][C:5]2[S:6][C:7]([C:9]([O:11][CH3:12])=[O:10])=[CH:8][C:4]=2[CH:3]=1)=[O:18]. Given the reactants [NH2:1][C:2]1[CH:14]=[CH:13][C:5]2[S:6][C:7]([C:9]([O:11][CH3:12])=[O:10])=[CH:8][C:4]=2[CH:3]=1.[Cl:15][CH2:16][C:17](Cl)=[O:18].C(N(CC)CC)C.O1CCCC1, predict the reaction product. (4) Given the reactants [Cl:1][C:2]1[S:6][C:5]([CH2:7][N:8]2[CH2:13][CH2:12][O:11][C@@H:10]([CH2:14][NH2:15])[CH2:9]2)=[CH:4][CH:3]=1.[CH3:16][S:17]([NH:20][C:21]1[CH:22]=[C:23]([CH2:27][C:28](O)=[O:29])[CH:24]=[CH:25][CH:26]=1)(=[O:19])=[O:18], predict the reaction product. The product is: [Cl:1][C:2]1[S:6][C:5]([CH2:7][N:8]2[CH2:13][CH2:12][O:11][C@@H:10]([CH2:14][NH:15][C:28](=[O:29])[CH2:27][C:23]3[CH:24]=[CH:25][CH:26]=[C:21]([NH:20][S:17]([CH3:16])(=[O:18])=[O:19])[CH:22]=3)[CH2:9]2)=[CH:4][CH:3]=1. (5) Given the reactants Br[C:2]1[C:3](=[O:13])[C:4]2[C:9]([C:10](=[O:12])[CH:11]=1)=[CH:8][CH:7]=[CH:6][CH:5]=2.[Cl:14][C:15]1[CH:22]=[CH:21][C:18]([CH2:19][NH2:20])=[CH:17][CH:16]=1, predict the reaction product. The product is: [Cl:14][C:15]1[CH:22]=[CH:21][C:18]([CH2:19][NH:20][C:2]2[C:3](=[O:13])[C:4]3[C:9]([C:10](=[O:12])[CH:11]=2)=[CH:8][CH:7]=[CH:6][CH:5]=3)=[CH:17][CH:16]=1. (6) Given the reactants [OH:1][CH2:2][C@H:3]([NH:8][C:9]1[C:10]2[S:18][C:17](=[O:19])[NH:16][C:11]=2[N:12]=[C:13]([SH:15])[N:14]=1)[CH2:4][CH:5]([CH3:7])[CH3:6].Cl.Cl[CH:22]([C:24]1[CH:29]=[CH:28][CH:27]=[CH:26][N:25]=1)[CH3:23].C(=O)([O-])[O-].[Cs+].[Cs+].O, predict the reaction product. The product is: [OH:1][CH2:2][C@H:3]([NH:8][C:9]1[C:10]2[S:18][C:17](=[O:19])[NH:16][C:11]=2[N:12]=[C:13]([S:15][CH:22]([C:24]2[CH:29]=[CH:28][CH:27]=[CH:26][N:25]=2)[CH3:23])[N:14]=1)[CH2:4][CH:5]([CH3:7])[CH3:6]. (7) Given the reactants [C:1]([C:4]1[CH:9]=[CH:8][C:7]([NH:10][C:11]2[S:12][C:13]([C:19]3[C:24]([F:25])=[CH:23][C:22]([C:26]([OH:29])([CH3:28])[CH3:27])=[CH:21][C:20]=3[F:30])=[CH:14][C:15]=2[C:16]([NH2:18])=[O:17])=[CH:6][CH:5]=1)(=[O:3])[CH3:2].[CH3:31][Mg]Cl.[NH4+].[Cl-], predict the reaction product. The product is: [F:25][C:24]1[CH:23]=[C:22]([C:26]([OH:29])([CH3:27])[CH3:28])[CH:21]=[C:20]([F:30])[C:19]=1[C:13]1[S:12][C:11]([NH:10][C:7]2[CH:6]=[CH:5][C:4]([C:1]([OH:3])([CH3:31])[CH3:2])=[CH:9][CH:8]=2)=[C:15]([C:16]([NH2:18])=[O:17])[CH:14]=1. (8) Given the reactants [Br:1][C:2]1[CH:3]=[C:4]2[N:10]=[C:9]([C:11]3[CH:16]=[CH:15][C:14]([C:17]4[O:21][CH:20]=[N:19][CH:18]=4)=[CH:13][CH:12]=3)[NH:8][C:5]2=[N:6][CH:7]=1.C(=O)([O-])[O-].[K+].[K+].[C:28](O[C:28]([O:30][C:31]([CH3:34])([CH3:33])[CH3:32])=[O:29])([O:30][C:31]([CH3:34])([CH3:33])[CH3:32])=[O:29], predict the reaction product. The product is: [Br:1][C:2]1[CH:3]=[C:4]2[N:10]=[C:9]([C:11]3[CH:16]=[CH:15][C:14]([C:17]4[O:21][CH:20]=[N:19][CH:18]=4)=[CH:13][CH:12]=3)[N:8]([C:28]([O:30][C:31]([CH3:34])([CH3:33])[CH3:32])=[O:29])[C:5]2=[N:6][CH:7]=1.